This data is from Full USPTO retrosynthesis dataset with 1.9M reactions from patents (1976-2016). The task is: Predict the reactants needed to synthesize the given product. The reactants are: [CH:1]1([CH2:6][C:7]([OH:9])=O)[CH2:5][CH2:4][CH2:3][CH2:2]1.C1C=CC2N(O)N=NC=2C=1.CCN(C(C)C)C(C)C.[CH3:29][O:30][C:31](=[O:45])[C:32]1[CH:37]=[CH:36][C:35]([NH:38][CH:39]([CH2:42][CH3:43])[CH2:40][CH3:41])=[C:34]([NH2:44])[CH:33]=1. Given the product [CH3:29][O:30][C:31](=[O:45])[C:32]1[CH:37]=[CH:36][C:35]([NH:38][CH:39]([CH2:40][CH3:41])[CH2:42][CH3:43])=[C:34]([NH:44][C:7](=[O:9])[CH2:6][CH:1]2[CH2:2][CH2:3][CH2:4][CH2:5]2)[CH:33]=1, predict the reactants needed to synthesize it.